Dataset: Full USPTO retrosynthesis dataset with 1.9M reactions from patents (1976-2016). Task: Predict the reactants needed to synthesize the given product. Given the product [F:18][C:19]1[CH:20]=[C:21]([C@@H:26]([NH:28][CH2:16][CH2:15][C:2]2([OH:1])[CH2:3][CH2:4][C:5]3([O:10][CH2:9][C:8]([CH3:12])([CH3:11])[CH2:7][O:6]3)[CH2:13][CH2:14]2)[CH3:27])[CH:22]=[CH:23][C:24]=1[F:25], predict the reactants needed to synthesize it. The reactants are: [OH:1][C:2]1([CH2:15][CH:16]=O)[CH2:14][CH2:13][C:5]2([O:10][CH2:9][C:8]([CH3:12])([CH3:11])[CH2:7][O:6]2)[CH2:4][CH2:3]1.[F:18][C:19]1[CH:20]=[C:21]([C@@H:26]([NH2:28])[CH3:27])[CH:22]=[CH:23][C:24]=1[F:25].